This data is from Forward reaction prediction with 1.9M reactions from USPTO patents (1976-2016). The task is: Predict the product of the given reaction. (1) Given the reactants [CH3:1][O:2][C:3]1[CH:4]=[C:5]2[C:10](=[CH:11][C:12]=1[O:13][CH3:14])[C:9]([CH2:15][CH2:16][CH3:17])=[N:8][C:7]([OH:18])=[CH:6]2.O[Li].O.[ClH:22].[Cl:23][CH2:24][C:25]1[C:26]([N:38]([CH3:40])[CH3:39])=[N:27][C:28]2[CH:29]=[C:30]3[O:37][CH2:36][O:35][C:31]3=[CH:32][C:33]=2[CH:34]=1.Cl.CO, predict the reaction product. The product is: [ClH:23].[ClH:22].[CH3:40][N:38]([CH3:39])[C:26]1[C:25]([CH2:24][C:6]2[C:5]3[C:10](=[CH:11][C:12]([O:13][CH3:14])=[C:3]([O:2][CH3:1])[CH:4]=3)[C:9]([CH2:15][CH2:16][CH3:17])=[N:8][C:7]=2[OH:18])=[CH:34][C:33]2[CH:32]=[C:31]3[O:35][CH2:36][O:37][C:30]3=[CH:29][C:28]=2[N:27]=1. (2) Given the reactants [C:1]([C:5]1[CH:11]=[CH:10][CH:9]=[CH:8][C:6]=1[NH2:7])([CH3:4])([CH3:3])[CH3:2].C(=O)(O)[O-].[Na+].[I:17]I, predict the reaction product. The product is: [C:1]([C:5]1[CH:11]=[C:10]([I:17])[CH:9]=[CH:8][C:6]=1[NH2:7])([CH3:4])([CH3:2])[CH3:3]. (3) Given the reactants [F:1][C:2]1[CH:3]=[C:4]([N+:13]([O-])=O)[C:5]([OH:12])=[C:6]([CH:11]=1)[C:7]([O:9][CH3:10])=[O:8].C(O)(=O)C.[H][H], predict the reaction product. The product is: [NH2:13][C:4]1[C:5]([OH:12])=[C:6]([CH:11]=[C:2]([F:1])[CH:3]=1)[C:7]([O:9][CH3:10])=[O:8]. (4) Given the reactants CC(P(C(C)(C)C)C1C(C2C=CC=CC=2)=CC=CC=1)(C)C.[C:22]([P:28](=[O:33])([OH:32])[O:29][CH2:30][CH3:31])#[C:23][CH2:24][CH2:25][CH2:26][CH3:27].[C:34]([CH:36]1[CH2:41][CH2:40][CH2:39][CH2:38][CH2:37]1)#[CH:35], predict the reaction product. The product is: [CH2:30]([O:29][P:28]1(=[O:32])[CH:22]=[C:23]([CH2:24][CH2:25][CH2:26][CH3:27])[CH:35]=[C:34]([CH:36]2[CH2:41][CH2:40][CH2:39][CH2:38][CH2:37]2)[O:33]1)[CH3:31]. (5) Given the reactants [F:1][C:2]1[CH:3]=[C:4]([CH:12]=[CH:13][C:14]=1[O:15][C:16]1[CH:21]=[CH:20][CH:19]=[C:18]([O:22]C)[CH:17]=1)[CH2:5][NH:6][CH2:7][CH2:8][CH:9]([CH3:11])[CH3:10].B(Br)(Br)Br.[Cl:28]CCl, predict the reaction product. The product is: [ClH:28].[F:1][C:2]1[CH:3]=[C:4]([CH2:5][NH:6][CH2:7][CH2:8][CH:9]([CH3:11])[CH3:10])[CH:12]=[CH:13][C:14]=1[O:15][C:16]1[CH:17]=[C:18]([OH:22])[CH:19]=[CH:20][CH:21]=1.